This data is from Full USPTO retrosynthesis dataset with 1.9M reactions from patents (1976-2016). The task is: Predict the reactants needed to synthesize the given product. (1) Given the product [N:10]1[CH:9]=[CH:8][N:6]2[C:5]=1[C:4]([C:11]1[C:20]3[C:15](=[CH:16][CH:17]=[CH:18][CH:19]=3)[CH:14]=[N:13][CH:12]=1)=[CH:3][CH:2]=[N:7]2, predict the reactants needed to synthesize it. The reactants are: Cl[C:2]1[CH:3]=[C:4]([C:11]2[C:20]3[C:15](=[CH:16][CH:17]=[CH:18][CH:19]=3)[CH:14]=[N:13][CH:12]=2)[C:5]2[N:6]([CH:8]=[CH:9][N:10]=2)[N:7]=1.C([O-])=O.[NH4+]. (2) Given the product [C:11]([O:10][C:9](=[O:15])[N:8]([C:6]1[N:7]=[C:2]([C:28]2[C:27]([Cl:26])=[CH:32][N:31]=[C:30]([F:33])[CH:29]=2)[C:3]([Cl:25])=[CH:4][CH:5]=1)[CH2:16][C:17]1([O:23][CH3:24])[CH2:22][CH2:21][O:20][CH2:19][CH2:18]1)([CH3:14])([CH3:13])[CH3:12], predict the reactants needed to synthesize it. The reactants are: Br[C:2]1[N:7]=[C:6]([N:8]([CH2:16][C:17]2([O:23][CH3:24])[CH2:22][CH2:21][O:20][CH2:19][CH2:18]2)[C:9](=[O:15])[O:10][C:11]([CH3:14])([CH3:13])[CH3:12])[CH:5]=[CH:4][C:3]=1[Cl:25].[Cl:26][C:27]1[C:28](B(O)O)=[CH:29][C:30]([F:33])=[N:31][CH:32]=1.C(=O)([O-])[O-].[Na+].[Na+]. (3) Given the product [C:1]([C:5]1[CH:6]=[CH:7][C:8]([NH:11][C:12]2[CH:17]=[CH:16][C:15]([O:18][C:19]3[C:28]4[C:23](=[CH:24][C:25]([O:31][CH2:80][CH:77]5[CH2:78][CH2:79][NH:74][CH2:75][CH2:76]5)=[C:26]([O:29][CH3:30])[CH:27]=4)[N:22]=[CH:21][CH:20]=3)=[CH:14][CH:13]=2)=[CH:9][CH:10]=1)([CH3:4])([CH3:2])[CH3:3], predict the reactants needed to synthesize it. The reactants are: [C:1]([C:5]1[CH:10]=[CH:9][C:8]([NH:11][C:12]2[CH:17]=[CH:16][C:15]([O:18][C:19]3[C:28]4[C:23](=[CH:24][C:25]([OH:31])=[C:26]([O:29][CH3:30])[CH:27]=4)[N:22]=[CH:21][CH:20]=3)=[CH:14][CH:13]=2)=[CH:7][CH:6]=1)([CH3:4])([CH3:3])[CH3:2].C(C1C=CC(NC2C=CC(OC3C4C(=CC(OCCCCl)=C(OC)C=4)N=CC=3)=CC=2)=CC=1)(C)(C)C.C(OC([N:74]1[CH2:79][CH2:78][CH:77]([CH2:80]O)[CH2:76][CH2:75]1)=O)(C)(C)C.C1(P(C2C=CC=CC=2)C2C=CC=CC=2)C=CC=CC=1.N(C(OCC)=O)=NC(OCC)=O. (4) Given the product [CH2:28]([O:27][C:25]([CH:24]1[CH2:30][CH2:31][N:21]([C:2]2[CH:20]=[CH:19][C:5]([C:6](=[O:7])[NH:8][C:9]3[CH:17]=[C:16]4[C:12]([CH:13]=[CH:14][N:15]4[CH3:18])=[CH:11][CH:10]=3)=[CH:4][N:3]=2)[CH2:22][CH2:23]1)=[O:26])[CH3:29], predict the reactants needed to synthesize it. The reactants are: Cl[C:2]1[CH:20]=[CH:19][C:5]([C:6]([NH:8][C:9]2[CH:17]=[C:16]3[C:12]([CH:13]=[CH:14][N:15]3[CH3:18])=[CH:11][CH:10]=2)=[O:7])=[CH:4][N:3]=1.[NH:21]1[CH2:31][CH2:30][CH:24]([C:25]([O:27][CH2:28][CH3:29])=[O:26])[CH2:23][CH2:22]1.C(OC(C1CCN(C2C=CC=CN=2)CC1)=O)C. (5) Given the product [NH2:1][C:2]1[CH:3]=[C:4]([NH:10][C@H:11]([C:13]2[N:17]([C:18]3[CH:23]=[CH:22][CH:21]=[CH:20][CH:19]=3)[C:16]3[CH:24]=[C:25]([F:28])[CH:26]=[CH:27][C:15]=3[N:14]=2)[CH3:12])[C:5](=[O:9])[N:6]([CH3:8])[N:7]=1, predict the reactants needed to synthesize it. The reactants are: [NH2:1][C:2]1[C:3](Cl)=[C:4]([NH:10][C@H:11]([C:13]2[N:17]([C:18]3[CH:23]=[CH:22][CH:21]=[CH:20][CH:19]=3)[C:16]3[CH:24]=[C:25]([F:28])[CH:26]=[CH:27][C:15]=3[N:14]=2)[CH3:12])[C:5](=[O:9])[N:6]([CH3:8])[N:7]=1. (6) Given the product [CH2:17]([N:11]1[C:12]2[C:7](=[C:6]([OH:32])[C:5]([C:3]([NH:33][CH2:34][C:35]([OH:37])=[O:36])=[O:4])=[N:14][C:13]=2[C:15]#[N:16])[CH:8]=[C:9]([CH2:25][C:26]2[CH:27]=[CH:28][CH:29]=[CH:30][CH:31]=2)[C:10]1=[O:24])[C:18]1[CH:23]=[CH:22][CH:21]=[CH:20][CH:19]=1, predict the reactants needed to synthesize it. The reactants are: CO[C:3]([C:5]1[C:6]([OH:32])=[C:7]2[C:12](=[C:13]([C:15]#[N:16])[N:14]=1)[N:11]([CH2:17][C:18]1[CH:23]=[CH:22][CH:21]=[CH:20][CH:19]=1)[C:10](=[O:24])[C:9]([CH2:25][C:26]1[CH:31]=[CH:30][CH:29]=[CH:28][CH:27]=1)=[CH:8]2)=[O:4].[NH2:33][CH2:34][C:35]([OH:37])=[O:36].C[O-].[Na+].